Dataset: Forward reaction prediction with 1.9M reactions from USPTO patents (1976-2016). Task: Predict the product of the given reaction. (1) Given the reactants [N:1]1[CH:6]=[CH:5][CH:4]=[CH:3][C:2]=1[CH3:7].C([Li])CCC.[CH3:13][C:14](N(C)C)=[O:15].Cl, predict the reaction product. The product is: [N:1]1[CH:6]=[CH:5][CH:4]=[CH:3][C:2]=1[CH2:7][C:14](=[O:15])[CH3:13]. (2) Given the reactants C[O:2][C:3](=[O:46])[C@@H:4]([NH:8][S:9]([C:12]1[CH:17]=[CH:16][C:15]([C:18]2[CH:23]=[CH:22][C:21]([NH:24][C:25]([C:27]3[O:28][C:29]4[CH:36]=[CH:35][CH:34]=[C:33]([C:37]5[CH:42]=[CH:41][CH:40]=[C:39]([N+:43]([O-:45])=[O:44])[CH:38]=5)[C:30]=4[C:31]=3[CH3:32])=[O:26])=[CH:20][CH:19]=2)=[CH:14][CH:13]=1)(=[O:11])=[O:10])[CH:5]([CH3:7])[CH3:6].[Li+].[OH-], predict the reaction product. The product is: [CH3:6][CH:5]([CH3:7])[C@H:4]([NH:8][S:9]([C:12]1[CH:17]=[CH:16][C:15]([C:18]2[CH:19]=[CH:20][C:21]([NH:24][C:25]([C:27]3[O:28][C:29]4[CH:36]=[CH:35][CH:34]=[C:33]([C:37]5[CH:42]=[CH:41][CH:40]=[C:39]([N+:43]([O-:45])=[O:44])[CH:38]=5)[C:30]=4[C:31]=3[CH3:32])=[O:26])=[CH:22][CH:23]=2)=[CH:14][CH:13]=1)(=[O:11])=[O:10])[C:3]([OH:46])=[O:2]. (3) Given the reactants [NH2:1][C:2]1[N:7]=[C:6]([C:8]([NH:10][CH2:11][C:12]2[N:13](COCC[Si](C)(C)C)[CH:14]=[CH:15][N:16]=2)=[O:9])[CH:5]=[C:4]([C:25]2[O:26][CH:27]=[CH:28][CH:29]=2)[N:3]=1.Cl, predict the reaction product. The product is: [NH2:1][C:2]1[N:7]=[C:6]([C:8]([NH:10][CH2:11][C:12]2[NH:13][CH:14]=[CH:15][N:16]=2)=[O:9])[CH:5]=[C:4]([C:25]2[O:26][CH:27]=[CH:28][CH:29]=2)[N:3]=1. (4) Given the reactants BrC1C(N2CCN(C(NC3C=CC=CC=3)=O)CC2)=C2N=C(C3C=CC(N(C)C)=CC=3)NC2=NC=1.[Cl:35][C:36]1[C:37]([N:46]2[CH2:51][CH2:50][N:49]([CH2:52][C:53]3[CH:54]=[N:55][CH:56]=[CH:57][CH:58]=3)[CH2:48][CH2:47]2)=[C:38]([N+:43]([O-])=O)[C:39]([NH2:42])=[N:40][CH:41]=1.[O-]S(S([O-])=O)=O.[Na+].[Na+].[N:67]1([CH2:72][C:73]2[CH:80]=[CH:79][C:76]([CH:77]=O)=[CH:75][CH:74]=2)[CH:71]=[CH:70][CH:69]=[N:68]1, predict the reaction product. The product is: [N:67]1([CH2:72][C:73]2[CH:80]=[CH:79][C:76]([C:77]3[NH:42][C:39]4=[N:40][CH:41]=[C:36]([Cl:35])[C:37]([N:46]5[CH2:51][CH2:50][N:49]([CH2:52][C:53]6[CH:54]=[N:55][CH:56]=[CH:57][CH:58]=6)[CH2:48][CH2:47]5)=[C:38]4[N:43]=3)=[CH:75][CH:74]=2)[CH:71]=[CH:70][CH:69]=[N:68]1. (5) Given the reactants Br[C:2]1[CH:7]=[CH:6][C:5]([OH:8])=[CH:4][C:3]=1[CH3:9].[C:10]([O:14][CH2:15][CH3:16])(=[O:13])[CH:11]=[CH2:12].C1(C)C=CC=CC=1P(C1C=CC=CC=1C)C1C=CC=CC=1C.C(N(CC)CC)C, predict the reaction product. The product is: [OH:8][C:5]1[CH:6]=[CH:7][C:2](/[CH:12]=[CH:11]/[C:10]([O:14][CH2:15][CH3:16])=[O:13])=[C:3]([CH3:9])[CH:4]=1. (6) Given the reactants [CH3:1][C:2]1[CH:7]=[C:6](/[CH:8]=[CH:9]/[N+:10]([O-])=O)[CH:5]=[CH:4][C:3]=1[O:13][CH3:14].B.Cl, predict the reaction product. The product is: [CH3:14][O:13][C:3]1[CH:4]=[CH:5][C:6]([CH2:8][CH2:9][NH2:10])=[CH:7][C:2]=1[CH3:1]. (7) Given the reactants [CH:1]1([NH:7][C:8]2[C:13]([C:14]3[N:18]([CH3:19])[N:17]=[N:16][N:15]=3)=[CH:12][N:11]=[C:10]([NH:20][C:21]3[CH:26]=[CH:25][C:24]([S:27]([CH3:35])(=[N:29]C(OCC)=O)=[O:28])=[CH:23][CH:22]=3)[N:9]=2)[CH2:6][CH2:5][CH2:4][CH2:3][CH2:2]1.C([O-])C.[Na+].[Na+].[Cl-], predict the reaction product. The product is: [CH:1]1([NH:7][C:8]2[C:13]([C:14]3[N:18]([CH3:19])[N:17]=[N:16][N:15]=3)=[CH:12][N:11]=[C:10]([NH:20][C:21]3[CH:22]=[CH:23][C:24]([S:27]([CH3:35])(=[NH:29])=[O:28])=[CH:25][CH:26]=3)[N:9]=2)[CH2:6][CH2:5][CH2:4][CH2:3][CH2:2]1. (8) The product is: [CH:1]1([NH:7][CH2:15][CH2:8][CH2:9][CH2:10][S:11]([OH:14])(=[O:13])=[O:12])[CH2:6][CH2:5][CH2:4][CH2:3][CH2:2]1. Given the reactants [CH:1]1([NH2:7])[CH2:6][CH2:5][CH2:4][CH2:3][CH2:2]1.[CH2:8]1[CH2:15][O:14][S:11](=[O:13])(=[O:12])[CH2:10][CH2:9]1, predict the reaction product.